This data is from Reaction yield outcomes from USPTO patents with 853,638 reactions. The task is: Predict the reaction yield, written as a fraction of the theoretical maximum amount of product (1.0 means a 100% yield; for example, 0.34 means a 34% yield). (1) The reactants are [CH2:1]([OH:5])[CH2:2][CH:3]=[CH2:4].C(N(CC)CC)C.[CH3:13][S:14](Cl)(=[O:16])=[O:15].Cl. The catalyst is C(Cl)Cl. The product is [CH3:13][S:14]([O:5][CH2:1][CH2:2][CH:3]=[CH2:4])(=[O:16])=[O:15]. The yield is 0.920. (2) The reactants are C([Si]([O:8][CH2:9][C:10]1[C:15]2[CH:16]=[CH:17][CH2:18][CH2:19][CH2:20][C:14]=2[CH:13]=[CH:12][CH:11]=1)(C)C)(C)(C)C.[F-].C([N+](CCCC)(CCCC)CCCC)CCC. The catalyst is O1CCCC1. The product is [C:10]1([CH2:9][OH:8])[C:15]2[CH:16]=[CH:17][CH2:18][CH2:19][CH2:20][C:14]=2[CH:13]=[CH:12][CH:11]=1. The yield is 0.880. (3) The reactants are [CH3:1][O:2][C:3]1[CH:8]=[CH:7][CH:6]=[CH:5][C:4]=1[SH:9].[H-].[Na+].C1(C)C=CC(S([O:21][CH2:22][C@@H:23]([CH2:26][CH3:27])[CH2:24]O)(=O)=O)=CC=1. The catalyst is CN(C)C=O. The product is [CH2:26]([C@H:23]([CH2:24][S:9][C:4]1[CH:5]=[CH:6][CH:7]=[CH:8][C:3]=1[O:2][CH3:1])[CH2:22][OH:21])[CH3:27]. The yield is 1.00. (4) The catalyst is CO.C(Cl)Cl. The yield is 0.800. The product is [CH3:34][N:26]1[CH2:27][CH2:28][CH:23]([C:21]2[CH:22]=[C:17]3[N:16]=[C:15]([C:12]4[CH:11]=[CH:10][C:9]([CH2:8][O:1][C:2]5[CH:3]=[CH:4][CH:5]=[CH:6][CH:7]=5)=[CH:14][CH:13]=4)[NH:29][C:18]3=[N:19][CH:20]=2)[CH2:24][CH2:25]1. The reactants are [O:1]([CH2:8][C:9]1[CH:14]=[CH:13][C:12]([C:15]2[NH:29][C:18]3=[N:19][CH:20]=[C:21]([CH:23]4[CH2:28][CH2:27][NH:26][CH2:25][CH2:24]4)[CH:22]=[C:17]3[N:16]=2)=[CH:11][CH:10]=1)[C:2]1[CH:7]=[CH:6][CH:5]=[CH:4][CH:3]=1.C=O.[BH-](OC(C)=O)(OC(C)=O)O[C:34](C)=O.[Na+]. (5) The reactants are [CH:1](=O)[C:2]1[CH:7]=[CH:6][CH:5]=[CH:4][CH:3]=1.N1CCC[C@H]1C(O)=O.CCOC(C1CC(C(OCC)=O)=C(C)NC=1C)=O.[C:35]1(=[O:42])[CH2:40][CH2:39][CH2:38][C:37](=[O:41])[CH2:36]1. The catalyst is C(Cl)Cl. The product is [CH2:1]([CH:36]1[C:37](=[O:41])[CH2:38][CH2:39][CH2:40][C:35]1=[O:42])[C:2]1[CH:7]=[CH:6][CH:5]=[CH:4][CH:3]=1. The yield is 0.690. (6) The yield is 0.480. The product is [NH2:45][C:9]1[CH:8]=[CH:7][CH:6]=[C:5]2[C:10]=1[C:2]([CH3:1])=[N:3][N:4]2[C:19]([O:21][C:22]([CH3:25])([CH3:24])[CH3:23])=[O:20]. The reactants are [CH3:1][C:2]1[C:10]2[C:5](=[CH:6][CH:7]=[CH:8][C:9]=2OS(C(F)(F)F)(=O)=O)[N:4]([C:19]([O:21][C:22]([CH3:25])([CH3:24])[CH3:23])=[O:20])[N:3]=1.C(=O)([O-])[O-].[Cs+].[Cs+].C(=[NH:45])(C1C=CC=CC=1)C1C=CC=CC=1.C([O-])=O.[NH4+]. The catalyst is [Pd].C([O-])(=O)C.[Pd+2].C([O-])(=O)C.C1C=CC(P(C2C(C3C(P(C4C=CC=CC=4)C4C=CC=CC=4)=CC=C4C=3C=CC=C4)=C3C(C=CC=C3)=CC=2)C2C=CC=CC=2)=CC=1. (7) The reactants are [C:1]([C:4]1[CH:5]=[C:6]([C:10]2[CH:15]=[CH:14][CH:13]=[CH:12][C:11]=2[NH:16][CH2:17][C@@H:18]2[CH2:23][CH2:22][C@H:21]([NH:24]C(=O)OC(C)(C)C)[CH2:20][CH2:19]2)[NH:7][C:8]=1[CH3:9])(=[O:3])[NH2:2].C(C1C=C(C2C=CC=CC=2NCC2CCN(C(OC(C)(C)C)=O)C2)NC=1C)(=O)N.Cl. No catalyst specified. The product is [NH2:24][C@@H:21]1[CH2:22][CH2:23][C@H:18]([CH2:17][NH:16][C:11]2[CH:12]=[CH:13][CH:14]=[CH:15][C:10]=2[C:6]2[NH:7][C:8]([CH3:9])=[C:4]([C:1]([NH2:2])=[O:3])[CH:5]=2)[CH2:19][CH2:20]1. The yield is 0.990.